From a dataset of Reaction yield outcomes from USPTO patents with 853,638 reactions. Predict the reaction yield, written as a fraction of the theoretical maximum amount of product (1.0 means a 100% yield; for example, 0.34 means a 34% yield). The reactants are [C:1](N1C=CN=C1)(N1C=CN=C1)=[O:2].[C:13]([O:17][C:18]([CH3:21])([CH3:20])[CH3:19])(=[O:16])[NH:14][NH2:15].[NH2:22][CH2:23][C:24]1[CH:29]=[CH:28][C:27]([CH2:30][CH2:31][C:32]2[N:33]=[C:34]([NH:37][C:38](=[O:40])[CH3:39])[S:35][CH:36]=2)=[CH:26][CH:25]=1. The catalyst is O1CCCC1. The product is [C:38]([NH:37][C:34]1[S:35][CH:36]=[C:32]([CH2:31][CH2:30][C:27]2[CH:28]=[CH:29][C:24]([CH2:23][NH:22][C:1]([NH:15][NH:14][C:13]([O:17][C:18]([CH3:21])([CH3:20])[CH3:19])=[O:16])=[O:2])=[CH:25][CH:26]=2)[N:33]=1)(=[O:40])[CH3:39]. The yield is 0.785.